This data is from Full USPTO retrosynthesis dataset with 1.9M reactions from patents (1976-2016). The task is: Predict the reactants needed to synthesize the given product. (1) Given the product [C:2]1([C:1]2[S:32][C:11]([C@@H:12]([NH:14][C:15](=[O:21])[O:16][C:17]([CH3:20])([CH3:19])[CH3:18])[CH3:13])=[N:10][N:9]=2)[CH:7]=[CH:6][CH:5]=[CH:4][CH:3]=1, predict the reactants needed to synthesize it. The reactants are: [C:1]([NH:9][NH:10][C:11](=O)[C@@H:12]([NH:14][C:15](=[O:21])[O:16][C:17]([CH3:20])([CH3:19])[CH3:18])[CH3:13])(=O)[C:2]1[CH:7]=[CH:6][CH:5]=[CH:4][CH:3]=1.COC1C=CC(P2(SP(C3C=CC(OC)=CC=3)(=S)S2)=[S:32])=CC=1.C(OCC)(=O)C. (2) Given the product [F:22][C:23]1[CH:28]=[CH:27][CH:26]=[CH:25][C:24]=1[C:10]1[N:11]=[N:12][CH:13]=[C:8]([C:5]2[CH:6]=[CH:7][C:2]([F:1])=[C:3]([C:16]3[CH:17]=[N:18][CH:19]=[CH:20][CH:21]=3)[CH:4]=2)[N:9]=1, predict the reactants needed to synthesize it. The reactants are: [F:1][C:2]1[CH:7]=[CH:6][C:5]([C:8]2[N:9]=[C:10](SC)[N:11]=[N:12][CH:13]=2)=[CH:4][C:3]=1[C:16]1[CH:17]=[N:18][CH:19]=[CH:20][CH:21]=1.[F:22][C:23]1[CH:28]=[CH:27][CH:26]=[CH:25][C:24]=1B(O)O. (3) Given the product [Cl:1][C:2]1[N:7]=[C:6]([C:8]([O:10][CH2:11][CH3:12])=[O:9])[C:5]([NH:19][CH2:18][CH:16]2[CH2:17][O:14][CH2:15]2)=[CH:4][N:3]=1, predict the reactants needed to synthesize it. The reactants are: [Cl:1][C:2]1[N:7]=[C:6]([C:8]([O:10][CH2:11][CH3:12])=[O:9])[C:5](F)=[CH:4][N:3]=1.[O:14]1[CH2:17][CH:16]([CH2:18][NH2:19])[CH2:15]1. (4) The reactants are: [NH2:1][C:2]1[CH:3]=[C:4]([C:12]2[O:13][C:14]3[CH:24]=[C:23]4[C:18]([CH:19]=[CH:20][CH:21]=[CH:22]4)=[CH:17][C:15]=3[N:16]=2)[C:5]([NH:8][CH2:9][CH2:10][CH3:11])=[CH:6][CH:7]=1.[CH:25]1[C:30]([C:31]([OH:33])=[O:32])=[CH:29][C:28]2[C:34]([O:36][C:37](=O)[C:27]=2[CH:26]=1)=[O:35]. Given the product [O:13]1[C:14]2[CH:24]=[C:23]3[C:18](=[CH:17][C:15]=2[N:16]=[C:12]1[C:4]1[CH:3]=[C:2]([N:1]2[C:34](=[O:35])[C:28]4[C:27](=[CH:26][CH:25]=[C:30]([C:31]([OH:33])=[O:32])[CH:29]=4)[C:37]2=[O:36])[CH:7]=[CH:6][C:5]=1[NH:8][CH2:9][CH2:10][CH3:11])[CH:19]=[CH:20][CH:21]=[CH:22]3, predict the reactants needed to synthesize it.